Dataset: Experimentally validated miRNA-target interactions with 360,000+ pairs, plus equal number of negative samples. Task: Binary Classification. Given a miRNA mature sequence and a target amino acid sequence, predict their likelihood of interaction. (1) The miRNA is hsa-miR-6786-5p with sequence GCGGUGGGGCCGGAGGGGCGU. The protein sequence of the target gene is MMGHRPVLVLSQNTKRESGRKVQSGNINAAKTIADIIRTCLGPKSMMKMLLDPMGGIVMTNDGNAILREIQVQHPAAKSMIEISRTQDEEVGDGTTSVIILAGEMLSVAEHFLEQQMHPTVVISAYRKALDDMISTLKKISIPVDISDSDMMLNIINSSITTKAISRWSSLACNIALDAVKMVQFEENGRKEIDIKKYARVEKIPGGIIEDSCVLRGVMINKDVTHPRMRRYIKNPRIVLLDSSLEYKKGESQTDIEITREEDFTRILQMEEEYIQQLCEDIIQLKPDVVITEKGISDLA.... Result: 0 (no interaction). (2) The miRNA is hsa-miR-4750-5p with sequence CUCGGGCGGAGGUGGUUGAGUG. The protein sequence of the target gene is MTGHHCWGYGQDDGPSNWHKLYPIAQGDRQSPINIISSQAVYSPSLQPLELFYEACMSLSITNNGHSVQVDFNDSDDRTVVSGGPLEGPYRLKQLHFHWGKKRDMGSEHTVDGKSFPSELHLVHWNAKKYSTFGEAAAAPDGLAVVGVFLETGDEHPSMNRLTDALYMVRFKDTKAQFSCFNPKCLLPTSRHYWTYPGSLTTPPLSESVTWIVLREPIRISERQMEKFRSLLFTSEDDERIHMVDNFRPPQPLKGRVVKASFQA. Result: 0 (no interaction). (3) The miRNA is mmu-miR-3082-5p with sequence GACAGAGUGUGUGUGUCUGUGU. The protein sequence of the target gene is MSSGNAKIGYPAPNFKATAVMPDGQFKDISLSEYKGKYVVFFFYPLDFTFVCPTEIIAFSDRADEFKKLNCQVIGASVDSHFCHLAWINTPKKQGGLGPMNIPLISDPKRTIAQDYGVLKADEGISFRGLFIIDDKGILRQITINDLPVGRSVDEIIRLVQAFQFTDKHGEVCPAGWKPGSDTIKPDVNKSKEYFSKQK. Result: 1 (interaction). (4) The miRNA is hsa-miR-665 with sequence ACCAGGAGGCUGAGGCCCCU. The protein sequence of the target gene is MALKGQEDYIYLFKDSTHPVDFLDAFRTFYLDGLFTDITLQCPSGIIFHCHRAVLAACSNYFKAMFTADMKEKFKNKIKLSGIHHDILEGLVNYAYTSQIEITKRNVQSLLEAADLLQFLSVKKACERFLVRHLDIDNCIGMHSFAEFHVCPELEKESRRILCSKFKEVWQQEEFLEISLEKFLFILSRKNLSVWKEEAIIEPVIKWTAHDVENRIECLYNLLSYINIDIDPVYLKTALGLQRSCLLTENKIRSLIYNALNPMHKEISQRSTATMYIIGGYYWHPLSEVHIWDPLTNVWI.... Result: 1 (interaction). (5) The miRNA is mmu-miR-3101-5p with sequence GGUACCAUUGACUAAAGCUAG. The protein sequence of the target gene is MGIKTALPAAELGLYSLVLSGALAYAGRGLLEASQDGAHRKAFRESVRPGWEYIGRKMDVADFEWVMWFTSFRNVIIFALSGHVLFAKLCTMVAPKLRSWMYAVYGALAVMGTMGPWYLLLLLGHCVGLYVASLLGQPWLCLGLGLASLASFKMDPLISWQSGFVTGTFDLQEVLFHGGSSFTVLRCTSFALESCAHPDRHYSLADLLKYNFYLPFFFFGPIMTFDRFHAQVSQVEPVRREGELWHIRAQAGLSVVAIMAVDIFFHFFYILTIPSDLKFANRLPDSALAGLAYSNLVYDW.... Result: 0 (no interaction). (6) The miRNA is mmu-miR-7214-5p with sequence UGUUUUCUGGGUUGGAAUGAGAA. The protein sequence of the target gene is MHLPAILLCALWSAVVAETSDDYELMYVNLDNEIDNGLHPTEDPTPCDCRQEHSEWDKLFIMLENSQMREGMLLQATDDVLRGELQRLRAELGRLAGGMARPCAAGGPADARLVRALEPLLQESRDASLRLARLEDAEARRPEATVPGLGAVLEELRRTRADLSAVQSWVARHWLPAGCETAIFFPMRSKKIFGSVHPVRPMKLESFSTCIWVKATDVLNKTILFSYGTKWNPYEIQLYLSSQSLVLVVGGKENKLAADTVVSLGRWSHLCGTWSSEQGSMSLWANGELVATTVEMAKSH.... Result: 0 (no interaction). (7) The miRNA is hsa-miR-335-5p with sequence UCAAGAGCAAUAACGAAAAAUGU. The protein sequence of the target gene is MPGISSQILTNAQGQVIGTLPWVVNSASVAAPAPAQSLQVQAVTPQLLLNAQGQVIATLASSPLPPPVAVRKPSTPESPAKSEVQPIQPTPTVPQPAVVIASPAPAAKPSASAPIPITCSETPTVSQLVSKPHTPSLDEDGINLEEIREFAKNFKIRRLSLGLTQTQVGQALTATEGPAYSQSAICRFEKLDITPKSAQKLKPVLEKWLNEAELRNQEGQQNLMEFVGGEPSKKRKRRTSFTPQAIEALNAYFEKNPLPTGQEITEIAKELNYDREVVRVWFCNRRQTLKNTSKLNVFQI.... Result: 1 (interaction). (8) The miRNA is hsa-miR-130b-3p with sequence CAGUGCAAUGAUGAAAGGGCAU. The protein sequence of the target gene is MEPQRRELLAQCQQSLAQAMTEVEAVLGLLEAAGALSPGERRQLDEEAGGAKAELLLKLLLAKERDHFQDLRAALEKTQPHLLPILYLNGVVGPPQPAEGAGSTYSVLSTMPSDSESSSSLSSVGTTGKAPSPPPLLTDQQVNEKVENLSIQLRLMTRERNELRKRLAFATHGTAFDKRPYHRLNPDYERLKIQCVRAMSDLQSLQNQHTNALKRCEEVAKETDFYHTLHSRLLSDQTRLKDDVDMLRRENGQLLRERNLLQQSWEDMKRLHEEDQKEIGDLRAQQQQVLKHNGSSEILN.... Result: 1 (interaction).